Task: Predict the product of the given reaction.. Dataset: Forward reaction prediction with 1.9M reactions from USPTO patents (1976-2016) (1) The product is: [F:21][C:18]([C:13]1[CH:14]=[CH:15][CH:16]=[CH:17][C:12]=1[NH:11][C:9]([NH:44][C:39]1[CH:38]=[CH:37][C:36]([C:26]2[CH:30]=[CH:31][CH:32]=[C:24]([C:23]([O:34][CH3:35])=[O:33])[CH:25]=2)=[CH:41][C:40]=1[NH:42][C:52]([OH:51])=[O:46])=[O:10])([F:19])[F:20]. Given the reactants ClC1(N)C=CC(N[C:9]([NH:11][C:12]2[CH:17]=[CH:16][CH:15]=[CH:14][C:13]=2[C:18]([F:21])([F:20])[F:19])=[O:10])=CC1.[C:23]([O:34][CH3:35])(=[O:33])[C:24]1[CH:32]=[CH:31][CH:30]=[C:26](C([O-])=O)[CH:25]=1.[CH:36]1[CH:37]=[CH:38][C:39]2[N:44](O)N=[N:42][C:40]=2[CH:41]=1.[OH2:46].CN1C[CH2:52][O:51]CC1.CCN=C=NCCCN(C)C.Cl, predict the reaction product. (2) The product is: [Br:1][C:2]1[CH:7]=[C:6]([F:8])[CH:5]=[CH:4][C:3]=1[C@@H:9]1[CH2:11][C@H:10]1[C:12]([OH:14])=[O:13]. Given the reactants [Br:1][C:2]1[CH:7]=[C:6]([F:8])[CH:5]=[CH:4][C:3]=1[C@@H:9]1[CH2:11][C@H:10]1[C:12]([O:14]C)=[O:13].[OH-].[Na+].O, predict the reaction product. (3) Given the reactants C([O:8][C:9]1[CH:18]=[C:17]2[C:12]([C:13]([O:19][C:20]3[CH:25]=[CH:24][C:23]([NH:26][C:27](=[O:33])[O:28][C:29]([CH3:32])([CH3:31])[CH3:30])=[CH:22][C:21]=3[F:34])=[CH:14][CH:15]=[N:16]2)=[CH:11][C:10]=1[O:35][CH3:36])C1C=CC=CC=1, predict the reaction product. The product is: [F:34][C:21]1[CH:22]=[C:23]([NH:26][C:27](=[O:33])[O:28][C:29]([CH3:31])([CH3:30])[CH3:32])[CH:24]=[CH:25][C:20]=1[O:19][C:13]1[C:12]2[C:17](=[CH:18][C:9]([OH:8])=[C:10]([O:35][CH3:36])[CH:11]=2)[N:16]=[CH:15][CH:14]=1. (4) Given the reactants [C:1]([C:3]1[CH:4]=[C:5]([S:10]([NH:13][C@@H:14]([C:16]2[N:20]([CH2:21][CH3:22])[C:19]3[CH:23]=[C:24]([C:27]([F:30])([F:29])[F:28])[CH:25]=[CH:26][C:18]=3[N:17]=2)[CH3:15])(=[O:12])=[O:11])[CH:6]=[CH:7][C:8]=1[F:9])#[N:2].C1COCC1.[H-].[H-].[H-].[H-].[Li+].[Al+3], predict the reaction product. The product is: [NH2:2][CH2:1][C:3]1[CH:4]=[C:5]([S:10]([NH:13][C@@H:14]([C:16]2[N:20]([CH2:21][CH3:22])[C:19]3[CH:23]=[C:24]([C:27]([F:29])([F:30])[F:28])[CH:25]=[CH:26][C:18]=3[N:17]=2)[CH3:15])(=[O:11])=[O:12])[CH:6]=[CH:7][C:8]=1[F:9]. (5) The product is: [O:11]=[C:6]1[CH2:5][C:4]2[C:8](=[CH:9][CH:10]=[C:2]([C:20]3[CH:21]=[C:22]4[C:27](=[CH:28][CH:29]=3)[CH:26]=[C:25]([NH:30][C:31]([C:33]3[CH:37]=[CH:36][S:35][CH:34]=3)=[O:32])[CH:24]=[CH:23]4)[CH:3]=2)[NH:7]1. Given the reactants Br[C:2]1[CH:3]=[C:4]2[C:8](=[CH:9][CH:10]=1)[NH:7][C:6](=[O:11])[CH2:5]2.CC1(C)C(C)(C)OB([C:20]2[CH:21]=[C:22]3[C:27](=[CH:28][CH:29]=2)[CH:26]=[C:25]([NH:30][C:31]([C:33]2[CH:37]=[CH:36][S:35][CH:34]=2)=[O:32])[CH:24]=[CH:23]3)O1.C([O-])([O-])=O.[K+].[K+].O1CCOCC1, predict the reaction product. (6) Given the reactants Br[C:2]1[CH:3]=[C:4]([C:14]([NH:16][CH2:17][C:18]2[C:19](=[O:28])[NH:20][C:21]([CH3:27])=[CH:22][C:23]=2[CH2:24][CH2:25][CH3:26])=[O:15])[C:5]2[CH:6]=[N:7][N:8]([CH:11]([CH3:13])[CH3:12])[C:9]=2[CH:10]=1.[ClH:29].[CH3:30][N:31]([CH2:33][C:34]1[CH:35]=[C:36](B2OC(C)(C)C(C)(C)O2)[CH:37]=[CH:38][CH:39]=1)[CH3:32].P([O-])([O-])([O-])=O.[K+].[K+].[K+].O1CCOCC1, predict the reaction product. The product is: [ClH:29].[CH3:30][N:31]([CH2:33][C:34]1[CH:39]=[C:38]([C:2]2[CH:3]=[C:4]([C:14]([NH:16][CH2:17][C:18]3[C:19](=[O:28])[NH:20][C:21]([CH3:27])=[CH:22][C:23]=3[CH2:24][CH2:25][CH3:26])=[O:15])[C:5]3[CH:6]=[N:7][N:8]([CH:11]([CH3:13])[CH3:12])[C:9]=3[CH:10]=2)[CH:37]=[CH:36][CH:35]=1)[CH3:32]. (7) Given the reactants [C:1]([NH:4][C:5]1[CH:14]=[C:13]2[C:8]([CH2:9][CH2:10][CH2:11][CH:12]2[CH2:15][C:16](OCC)=[O:17])=[CH:7][CH:6]=1)(=[O:3])[CH3:2].[BH4-].[Li+], predict the reaction product. The product is: [OH:17][CH2:16][CH2:15][CH:12]1[C:13]2[CH:14]=[C:5]([NH:4][C:1](=[O:3])[CH3:2])[CH:6]=[CH:7][C:8]=2[CH2:9][CH2:10][CH2:11]1. (8) Given the reactants [NH2:1][CH2:2][CH2:3][CH2:4][C@H:5]([NH:14][S:15]([C:18]1[C:27]2[C:22](=[CH:23][CH:24]=[CH:25][CH:26]=2)[C:21]([CH3:28])=[CH:20][CH:19]=1)(=[O:17])=[O:16])[CH2:6][O:7][C:8]1[CH:13]=[CH:12][CH:11]=[CH:10][CH:9]=1.[CH3:29][C:30]([CH3:32])=O.C(O[BH-](OC(=O)C)OC(=O)C)(=O)C.[Na+].C(O)(=O)C.CCN(C(C)C)C(C)C, predict the reaction product. The product is: [CH:30]([NH:1][CH2:2][CH2:3][CH2:4][C@H:5]([NH:14][S:15]([C:18]1[C:27]2[C:22](=[CH:23][CH:24]=[CH:25][CH:26]=2)[C:21]([CH3:28])=[CH:20][CH:19]=1)(=[O:17])=[O:16])[CH2:6][O:7][C:8]1[CH:9]=[CH:10][CH:11]=[CH:12][CH:13]=1)([CH3:32])[CH3:29]. (9) The product is: [OH:28][C:25]1[CH:26]=[CH:27][C:22]([C:2]#[C:1][C:3]2[CH:4]=[N:5][CH:6]=[C:7]([CH:20]=2)[C:8]([N:10]=[S@@:11]([CH3:19])(=[O:18])[C:12]2[CH:13]=[CH:14][CH:15]=[CH:16][CH:17]=2)=[O:9])=[CH:23][C:24]=1[CH3:29]. Given the reactants [C:1]([C:3]1[CH:4]=[N:5][CH:6]=[C:7]([CH:20]=1)[C:8]([N:10]=[S@@:11]([CH3:19])(=[O:18])[C:12]1[CH:17]=[CH:16][CH:15]=[CH:14][CH:13]=1)=[O:9])#[CH:2].I[C:22]1[CH:27]=[CH:26][C:25]([OH:28])=[C:24]([CH3:29])[CH:23]=1, predict the reaction product.